Dataset: Forward reaction prediction with 1.9M reactions from USPTO patents (1976-2016). Task: Predict the product of the given reaction. (1) Given the reactants [NH2:1][C:2]1[CH:21]=[C:5]2[N:6]=[C:7]([CH2:11][CH2:12][C:13]3[CH:18]=[CH:17][CH:16]=[C:15]([F:19])[C:14]=3[F:20])[CH:8]=[C:9]([OH:10])[N:4]2[N:3]=1.[C:22]1([S:28](Cl)(=[O:30])=[O:29])[CH:27]=[CH:26][CH:25]=[CH:24][CH:23]=1, predict the reaction product. The product is: [F:20][C:14]1[C:15]([F:19])=[CH:16][CH:17]=[CH:18][C:13]=1[CH2:12][CH2:11][C:7]1[CH:8]=[C:9]([OH:10])[N:4]2[N:3]=[C:2]([NH:1][S:28]([C:22]3[CH:27]=[CH:26][CH:25]=[CH:24][CH:23]=3)(=[O:30])=[O:29])[CH:21]=[C:5]2[N:6]=1. (2) Given the reactants [CH2:1]([Si:5]([CH2:11][CH2:12][CH2:13][CH3:14])([CH2:7][CH2:8][CH2:9][CH3:10])[OH:6])[CH2:2][CH2:3][CH3:4].[C:15](O)(=[O:19])[C:16]([CH3:18])=[CH2:17].CN(C)C=O.COC1C=CC(O)=CC=1, predict the reaction product. The product is: [C:15]([O:6][Si:5]([CH2:1][CH2:2][CH2:3][CH3:4])([CH2:11][CH2:12][CH2:13][CH3:14])[CH2:7][CH2:8][CH2:9][CH3:10])(=[O:19])[C:16]([CH3:18])=[CH2:17]. (3) Given the reactants Cl[C:2]1[C:3]([NH2:9])=[N:4][CH:5]=[N:6][C:7]=1Cl.[NH2:10][C:11]1[CH:12]=[C:13]([OH:17])[CH:14]=[CH:15][CH:16]=1.[Cl:18][C:19]1[CH:20]=[C:21]([CH:37]=[CH:38][CH:39]=1)[CH2:22][N:23]1[CH:27]=[C:26](B2OC(C)(C)C(C)(C)O2)[CH:25]=[N:24]1.[C:40](Cl)(=[O:43])[CH:41]=[CH2:42], predict the reaction product. The product is: [NH2:9][C:3]1[N:4]=[CH:5][N:6]=[C:7]([O:17][C:13]2[CH:12]=[C:11]([NH:10][C:40](=[O:43])[CH:41]=[CH2:42])[CH:16]=[CH:15][CH:14]=2)[C:2]=1[C:26]1[CH:25]=[N:24][N:23]([CH2:22][C:21]2[CH:37]=[CH:38][CH:39]=[C:19]([Cl:18])[CH:20]=2)[CH:27]=1. (4) The product is: [C:5]([O:9][C:10]([N:12]1[CH2:17][CH2:16][N:15]([CH:2]([CH3:4])[CH3:1])[CH2:14][CH2:13]1)=[O:11])([CH3:8])([CH3:6])[CH3:7]. Given the reactants [CH3:1][C:2]([CH3:4])=O.[C:5]([O:9][C:10]([N:12]1[CH2:17][CH2:16][NH:15][CH2:14][CH2:13]1)=[O:11])([CH3:8])([CH3:7])[CH3:6].[H][H], predict the reaction product.